This data is from Full USPTO retrosynthesis dataset with 1.9M reactions from patents (1976-2016). The task is: Predict the reactants needed to synthesize the given product. (1) Given the product [CH2:11]([O:18][C:19]([NH:21]/[C:22](=[CH:5]\[C:4]1[CH:7]=[CH:8][CH:9]=[CH:2][CH:3]=1)/[C:23]([O:25][CH3:26])=[O:24])=[O:20])[C:12]1[CH:13]=[CH:14][CH:15]=[CH:16][CH:17]=1, predict the reactants needed to synthesize it. The reactants are: F[C:2]1[CH:3]=[C:4]([CH:7]=[C:8](F)[CH:9]=1)[CH:5]=O.[CH2:11]([O:18][C:19]([NH:21][CH:22](P(OC)(OC)=O)[C:23]([O:25][CH3:26])=[O:24])=[O:20])[C:12]1[CH:17]=[CH:16][CH:15]=[CH:14][CH:13]=1. (2) Given the product [F:1][C:2]1[CH:10]=[C:9]2[C:5]([C:6]([B:31]3[O:35][C:34]([CH3:37])([CH3:36])[C:33]([CH3:39])([CH3:38])[O:32]3)=[CH:7][N:8]2[S:11]([C:14]2[CH:20]=[CH:19][C:17]([CH3:18])=[CH:16][CH:15]=2)(=[O:13])=[O:12])=[CH:4][C:3]=1[C:22]1[O:26][C:25]([NH:27][CH:28]([CH3:30])[CH3:29])=[N:24][N:23]=1, predict the reactants needed to synthesize it. The reactants are: [F:1][C:2]1[CH:10]=[C:9]2[C:5]([C:6](I)=[CH:7][N:8]2[S:11]([C:14]2[CH:20]=[CH:19][C:17]([CH3:18])=[CH:16][CH:15]=2)(=[O:13])=[O:12])=[CH:4][C:3]=1[C:22]1[O:26][C:25]([NH:27][CH:28]([CH3:30])[CH3:29])=[N:24][N:23]=1.[B:31]1([B:31]2[O:35][C:34]([CH3:37])([CH3:36])[C:33]([CH3:39])([CH3:38])[O:32]2)[O:35][C:34]([CH3:37])([CH3:36])[C:33]([CH3:39])([CH3:38])[O:32]1.C([O-])(=O)C.[K+].C(Cl)Cl. (3) Given the product [CH2:41]([C:43]1[CH:44]=[C:45]([CH3:79])[C:46]([N:49]2[CH2:50][CH2:51][N:52]([C:55]([C:57]3[CH:58]=[CH:59][C:60]([N:63]4[CH:67]([CH3:68])[CH2:66][NH:65][C:64]4=[O:78])=[CH:61][CH:62]=3)=[O:56])[CH2:53][CH2:54]2)=[N:47][CH:48]=1)[CH3:42], predict the reactants needed to synthesize it. The reactants are: BrC1C=CC(C(N2CCN(C3C(C)=CC(CC)=CN=3)CC2)=O)=CC=1.COC1C=CC(CN2CC(C)NC2=O)=CC=1.[CH2:41]([C:43]1[CH:44]=[C:45]([CH3:79])[C:46]([N:49]2[CH2:54][CH2:53][N:52]([C:55]([C:57]3[CH:62]=[CH:61][C:60]([N:63]4[CH:67]([CH3:68])[CH2:66][N:65](CC5C=CC(OC)=CC=5)[C:64]4=[O:78])=[CH:59][CH:58]=3)=[O:56])[CH2:51][CH2:50]2)=[N:47][CH:48]=1)[CH3:42]. (4) Given the product [Cl:24][C:25]1[CH:30]=[C:29]([C:2]2[CH:11]=[CH:10][C:9]3[N:8]=[CH:7][C:6]4[N:12]([CH3:23])[C:13](=[O:22])[N:14]([C:15]5[C:16]([CH3:21])=[N:17][N:18]([CH3:20])[CH:19]=5)[C:5]=4[C:4]=3[CH:3]=2)[CH:28]=[N:27][C:26]=1[NH:40][CH3:41], predict the reactants needed to synthesize it. The reactants are: Br[C:2]1[CH:11]=[CH:10][C:9]2[N:8]=[CH:7][C:6]3[N:12]([CH3:23])[C:13](=[O:22])[N:14]([C:15]4[C:16]([CH3:21])=[N:17][N:18]([CH3:20])[CH:19]=4)[C:5]=3[C:4]=2[CH:3]=1.[Cl:24][C:25]1[C:26]([NH:40][CH3:41])=[N:27][CH:28]=[C:29](B2OC(C)(C)C(C)(C)O2)[CH:30]=1. (5) The reactants are: [Cl:1][C:2]1[CH:3]=[CH:4][C:5]([O:39][CH3:40])=[C:6]([C:8]2[C:17]3[C:12](=[CH:13][C:14]([S:18]([N:21](CC4C=CC(OC)=CC=4OC)[C:22]4[S:26][N:25]=[CH:24][N:23]=4)(=[O:20])=[O:19])=[CH:15][CH:16]=3)[C:11](=[O:38])[NH:10][N:9]=2)[CH:7]=1.C(Cl)Cl.C(O)(C(F)(F)F)=O.[NH4+].[OH-]. Given the product [Cl:1][C:2]1[CH:3]=[CH:4][C:5]([O:39][CH3:40])=[C:6]([C:8]2[C:17]3[C:12](=[CH:13][C:14]([S:18]([NH:21][C:22]4[S:26][N:25]=[CH:24][N:23]=4)(=[O:20])=[O:19])=[CH:15][CH:16]=3)[C:11](=[O:38])[NH:10][N:9]=2)[CH:7]=1, predict the reactants needed to synthesize it. (6) The reactants are: [CH2:1]([CH:3]([N:6]1[C:10]2[N:11]=[C:12]([N:16]([CH2:26][CH3:27])[C:17]3[C:22]([CH3:23])=[CH:21][C:20]([CH3:24])=[CH:19][C:18]=3[CH3:25])[N:13]=[C:14]([CH3:15])[C:9]=2[CH2:8][C:7]1=[O:28])[CH2:4][CH3:5])[CH3:2].[N:29]([O-])=[O:30].[Na+].O. Given the product [CH2:1]([CH:3]([N:6]1[C:10]2[N:11]=[C:12]([N:16]([CH2:26][CH3:27])[C:17]3[C:18]([CH3:25])=[CH:19][C:20]([CH3:24])=[CH:21][C:22]=3[CH3:23])[N:13]=[C:14]([CH3:15])[C:9]=2[C:8](=[N:29][OH:30])[C:7]1=[O:28])[CH2:4][CH3:5])[CH3:2], predict the reactants needed to synthesize it. (7) Given the product [NH2:12][S:9]([C:4]1[C:3]([OH:13])=[C:2]([NH:1][C:28]([NH:27][C:19]2[C:20]([Cl:25])=[N:21][CH:22]=[CH:23][CH:24]=2)=[O:29])[CH:7]=[CH:6][C:5]=1[Cl:8])(=[O:11])=[O:10], predict the reactants needed to synthesize it. The reactants are: [NH2:1][C:2]1[C:3]([OH:13])=[C:4]([S:9]([NH2:12])(=[O:11])=[O:10])[C:5]([Cl:8])=[CH:6][CH:7]=1.N(C([C:19]1[C:20]([Cl:25])=[N:21][CH:22]=[CH:23][CH:24]=1)=O)=[N+]=[N-].C[N:27](C)[CH:28]=[O:29].